From a dataset of Peptide-MHC class I binding affinity with 185,985 pairs from IEDB/IMGT. Regression. Given a peptide amino acid sequence and an MHC pseudo amino acid sequence, predict their binding affinity value. This is MHC class I binding data. (1) The peptide sequence is QMDSMEALEY. The MHC is HLA-A68:01 with pseudo-sequence HLA-A68:01. The binding affinity (normalized) is 0.133. (2) The peptide sequence is AYIDNYNKV. The MHC is HLA-B58:01 with pseudo-sequence HLA-B58:01. The binding affinity (normalized) is 0.304. (3) The peptide sequence is WLVNTYQNY. The MHC is HLA-B15:02 with pseudo-sequence HLA-B15:02. The binding affinity (normalized) is 0.594. (4) The peptide sequence is VTECKLIYY. The MHC is HLA-B15:01 with pseudo-sequence HLA-B15:01. The binding affinity (normalized) is 0.0847. (5) The peptide sequence is FQESFYEDI. The binding affinity (normalized) is 0.126. The MHC is HLA-A02:01 with pseudo-sequence HLA-A02:01. (6) The peptide sequence is NQDLNGNWY. The MHC is HLA-B27:05 with pseudo-sequence HLA-B27:05. The binding affinity (normalized) is 0.0847. (7) The peptide sequence is FREVWKQLF. The MHC is HLA-B51:01 with pseudo-sequence HLA-B51:01. The binding affinity (normalized) is 0.0847. (8) The peptide sequence is LSCIRNASK. The MHC is HLA-A33:01 with pseudo-sequence HLA-A33:01. The binding affinity (normalized) is 0.384.